Dataset: Caco-2 cell permeability data measuring drug intestinal absorption for ~900 compounds. Task: Regression/Classification. Given a drug SMILES string, predict its absorption, distribution, metabolism, or excretion properties. Task type varies by dataset: regression for continuous measurements (e.g., permeability, clearance, half-life) or binary classification for categorical outcomes (e.g., BBB penetration, CYP inhibition). For this dataset (caco2_wang), we predict Y. (1) The compound is C[C@@H]1NC(=O)[C@@H](C)NC(=O)[C@@H](C)NC(=O)[C@H](C)N(C)C(=O)[C@H](C)N(C)C(=O)[C@@H](C)NC1=O. The Y is -5.82 log Papp (cm/s). (2) The drug is O=C(COc1ccc(C(=O)CN2CCN(C3CCN(C(=O)OC/C=C4/OC(=O)c5ccccc54)CC3)CC2=O)cc1)OC1CCCCC1. The Y is -4.40 log Papp (cm/s).